From a dataset of Catalyst prediction with 721,799 reactions and 888 catalyst types from USPTO. Predict which catalyst facilitates the given reaction. (1) Reactant: [CH2:1]([O:8][C@H:9]1[C@H:15]([O:16][CH2:17][C:18]2[CH:23]=[CH:22][CH:21]=[CH:20][CH:19]=2)[C@@H:14]([O:24][CH2:25][C:26]2[CH:31]=[CH:30][CH:29]=[CH:28][CH:27]=2)[C@:13]2([C:33]3[CH:38]=[CH:37][C:36]([Cl:39])=[C:35]([CH2:40][C:41]4[CH:46]=[CH:45][C:44]([O:47][CH2:48][C:49]([F:52])([F:51])[F:50])=[CH:43][CH:42]=4)[CH:34]=3)[O:32][C@@:10]1([C:53]([OH:55])=[O:54])[CH2:11][O:12]2)[C:2]1[CH:7]=[CH:6][CH:5]=[CH:4][CH:3]=1.S(=O)(=O)(O)O.[C:61](=O)(O)[O-].[Na+]. Product: [CH3:61][O:54][C:53]([C@:10]12[O:32][C@:13]([C:33]3[CH:38]=[CH:37][C:36]([Cl:39])=[C:35]([CH2:40][C:41]4[CH:46]=[CH:45][C:44]([O:47][CH2:48][C:49]([F:51])([F:50])[F:52])=[CH:43][CH:42]=4)[CH:34]=3)([O:12][CH2:11]1)[C@H:14]([O:24][CH2:25][C:26]1[CH:31]=[CH:30][CH:29]=[CH:28][CH:27]=1)[C@@H:15]([O:16][CH2:17][C:18]1[CH:23]=[CH:22][CH:21]=[CH:20][CH:19]=1)[C@@H:9]2[O:8][CH2:1][C:2]1[CH:7]=[CH:6][CH:5]=[CH:4][CH:3]=1)=[O:55]. The catalyst class is: 5. (2) The catalyst class is: 859. Reactant: [C:1]([NH:4][C:5]1[CH:13]=[CH:12][C:8]([C:9]([OH:11])=O)=[CH:7][CH:6]=1)(=[O:3])[CH3:2].CN(C=O)C.C(Cl)(=O)C(Cl)=O.[NH2:25][C:26]1[S:30][C:29]([NH:31][C:32]2[C:41]3[C:36](=[CH:37][CH:38]=[CH:39][CH:40]=3)[CH:35]=[CH:34][CH:33]=2)=[N:28][C:27]=1[C:42]([NH2:44])=[O:43]. Product: [C:1]([NH:4][C:5]1[CH:6]=[CH:7][C:8]([C:9]([NH:25][C:26]2[S:30][C:29]([NH:31][C:32]3[C:41]4[C:36](=[CH:37][CH:38]=[CH:39][CH:40]=4)[CH:35]=[CH:34][CH:33]=3)=[N:28][C:27]=2[C:42]([NH2:44])=[O:43])=[O:11])=[CH:12][CH:13]=1)(=[O:3])[CH3:2]. (3) The catalyst class is: 10. Product: [CH3:1][N:2]([CH2:4][C:5]1[C:13]2[O:12][N:11]=[C:10]([CH2:14][CH2:15][CH:16]3[CH2:21][CH2:20][N:19]([CH2:34][CH:35]4[O:39][CH2:38][CH2:37][O:36]4)[CH2:18][CH2:17]3)[C:9]=2[CH:8]=[CH:7][C:6]=1[O:22][C:23]1[CH:24]=[CH:25][C:26]([C:27]#[N:28])=[CH:29][CH:30]=1)[CH3:3]. Reactant: [CH3:1][N:2]([CH2:4][C:5]1[C:13]2[O:12][N:11]=[C:10]([CH2:14][CH2:15][CH:16]3[CH2:21][CH2:20][NH:19][CH2:18][CH2:17]3)[C:9]=2[CH:8]=[CH:7][C:6]=1[O:22][C:23]1[CH:30]=[CH:29][C:26]([C:27]#[N:28])=[CH:25][CH:24]=1)[CH3:3].[I-].[Na+].Br[CH2:34][CH:35]1[O:39][CH2:38][CH2:37][O:36]1.C(N(CC)C(C)C)(C)C.